From a dataset of Reaction yield outcomes from USPTO patents with 853,638 reactions. Predict the reaction yield, written as a fraction of the theoretical maximum amount of product (1.0 means a 100% yield; for example, 0.34 means a 34% yield). (1) The reactants are [CH3:1][O:2][C:3]([C:5]1[CH:13]=[C:12]2[C:8]([CH:9]=[CH:10][NH:11]2)=[CH:7][CH:6]=1)=[O:4].[N+:14]([C:17]1[CH:18]=[C:19]([CH:22]=[CH:23][CH:24]=1)[CH2:20]Br)([O-:16])=[O:15].C([O-])([O-])=O.[K+].[K+]. The catalyst is CN(C=O)C.C(OCC)(=O)C. The product is [CH3:1][O:2][C:3]([C:5]1[CH:13]=[C:12]2[C:8]([CH:9]=[CH:10][N:11]2[CH2:20][C:19]2[CH:22]=[CH:23][CH:24]=[C:17]([N+:14]([O-:16])=[O:15])[CH:18]=2)=[CH:7][CH:6]=1)=[O:4]. The yield is 0.760. (2) The reactants are [NH2:1][C:2]1[CH:3]=[C:4]2[C:20](=[O:21])[NH:19][N:18]=[CH:17][C:6]3=[C:7]([C:11]4[CH:16]=[CH:15][CH:14]=[CH:13][CH:12]=4)[NH:8][C:9]([CH:10]=1)=[C:5]23.[C:22](O)(=[O:29])[C:23]1[CH:28]=[CH:27][CH:26]=[CH:25][CH:24]=1.C(N(CC)CC)C.F[P-](F)(F)(F)(F)F.N1(OC(N(C)C)=[N+](C)C)C2N=CC=CC=2N=N1. The catalyst is C(Cl)Cl.CN(C)C=O.CO.CCCCCC. The product is [O:21]=[C:20]1[C:4]2[C:5]3[C:6](=[C:7]([C:11]4[CH:12]=[CH:13][CH:14]=[CH:15][CH:16]=4)[NH:8][C:9]=3[CH:10]=[C:2]([NH:1][C:22](=[O:29])[C:23]3[CH:28]=[CH:27][CH:26]=[CH:25][CH:24]=3)[CH:3]=2)[CH:17]=[N:18][NH:19]1. The yield is 0.640. (3) The reactants are [C:1]([O:5][C:6]([NH:8][C:9]1[CH:17]=[CH:16][C:12]([C:13]([OH:15])=O)=[CH:11][CH:10]=1)=[O:7])([CH3:4])([CH3:3])[CH3:2].C1C=CC2N(O)N=NC=2C=1.CCN=C=NCCCN(C)C.CCN(C(C)C)C(C)C.[CH3:48][C:49]12[CH2:56][CH:53]([NH:54][CH2:55]1)[CH2:52][C:51]([CH3:58])([CH3:57])[CH2:50]2. The catalyst is C1COCC1. The product is [C:1]([O:5][C:6](=[O:7])[NH:8][C:9]1[CH:10]=[CH:11][C:12]([C:13]([N:54]2[CH2:55][C:49]3([CH3:48])[CH2:56][CH:53]2[CH2:52][C:51]([CH3:58])([CH3:57])[CH2:50]3)=[O:15])=[CH:16][CH:17]=1)([CH3:2])([CH3:3])[CH3:4]. The yield is 0.770. (4) The product is [CH3:7][O:9][C:10](=[O:33])[C@@H:11]([CH2:18][C:19]1[C:20]([CH2:28][OH:29])=[C:21]2[C:25](=[CH:26][CH:27]=1)[NH:24][N:23]=[CH:22]2)[CH2:12][C:13]([O:15][CH3:16])=[O:14]. The reactants are C(=O)([O-])[O-].[K+].[K+].[CH2:7]([O:9][C:10](=[O:33])[C@@H:11]([CH2:18][C:19]1[C:20]([CH2:28][O:29]C(=O)C)=[C:21]2[C:25](=[CH:26][CH:27]=1)[NH:24][N:23]=[CH:22]2)[CH2:12][C:13]([O:15][CH2:16]C)=[O:14])C. The catalyst is CO. The yield is 0.920. (5) The reactants are [Cl:1][C:2]1[CH:3]=[C:4]2[C:9](=[C:10]([O:12][CH3:13])[CH:11]=1)[NH:8][C:7](=[O:14])[C:6]([CH2:15][OH:16])=[CH:5]2. The catalyst is C(Cl)(Cl)Cl.C(Cl)Cl.CO.[O-2].[O-2].[Mn+4].O=[Mn]=O. The product is [Cl:1][C:2]1[CH:3]=[C:4]2[C:9](=[C:10]([O:12][CH3:13])[CH:11]=1)[NH:8][C:7](=[O:14])[C:6]([CH:15]=[O:16])=[CH:5]2. The yield is 1.01. (6) The reactants are [Cl:1][C:2]1[C:3]([O:13][CH:14]([C:19]2[CH:20]=[N:21][CH:22]=[CH:23][CH:24]=2)[C:15]([F:18])([F:17])[F:16])=[N:4][C:5]2[C:10]([N:11]=1)=[CH:9][C:8](N)=[CH:7][CH:6]=2.N([O-])=O.[Na+].NC(N)=O.[I-:33].[K+].C(=O)(O)[O-].[Na+].S([O-])([O-])(=O)=S.[Na+].[Na+]. The catalyst is Cl.O. The product is [Cl:1][C:2]1[C:3]([O:13][CH:14]([C:19]2[CH:20]=[N:21][CH:22]=[CH:23][CH:24]=2)[C:15]([F:18])([F:17])[F:16])=[N:4][C:5]2[C:10]([N:11]=1)=[CH:9][C:8]([I:33])=[CH:7][CH:6]=2. The yield is 0.330. (7) The reactants are [I-:1].O.[F:3][C:4]1[CH:5]=[C:6]([N:10]2[CH2:14][C@H:13]([CH2:15][OH:16])[O:12][C:11]2=[O:17])[CH:7]=[CH:8][CH:9]=1. The catalyst is [Ag+].FC(F)(F)C([O-])=O. The product is [I:1][C:9]1[CH:8]=[CH:7][C:6]([N:10]2[CH2:14][C@H:13]([CH2:15][OH:16])[O:12][C:11]2=[O:17])=[CH:5][C:4]=1[F:3]. The yield is 0.940. (8) The reactants are Cl[C:2]1[O:3][CH:4]=[C:5]([C:7]([N:9]2[CH2:14][CH2:13][N:12]([C:15]([O:17][C:18]([CH3:21])([CH3:20])[CH3:19])=[O:16])[CH2:11][CH:10]2[CH2:22][O:23][C:24]2[CH:25]=[N:26][CH:27]=[CH:28][CH:29]=2)=[O:8])[N:6]=1.[NH2:30][C:31]1[CH:36]=[CH:35][CH:34]=[CH:33][CH:32]=1.C(=O)([O-])[O-].[K+].[K+]. The catalyst is C1COCC1. The product is [C:31]1([NH:30][C:2]2[O:3][CH:4]=[C:5]([C:7]([N:9]3[CH2:14][CH2:13][N:12]([C:15]([O:17][C:18]([CH3:21])([CH3:20])[CH3:19])=[O:16])[CH2:11][CH:10]3[CH2:22][O:23][C:24]3[CH:25]=[N:26][CH:27]=[CH:28][CH:29]=3)=[O:8])[N:6]=2)[CH:36]=[CH:35][CH:34]=[CH:33][CH:32]=1. The yield is 0.400. (9) The reactants are [Na+].[CH2:2]([P:4]([OH:11])([CH2:6][CH2:7][C:8]([O-:10])=[O:9])=[O:5])[CH3:3].S(=O)(=O)(O)O. The catalyst is O. The product is [CH2:2]([P:4]([OH:11])([CH2:6][CH2:7][C:8]([OH:10])=[O:9])=[O:5])[CH3:3]. The yield is 0.980.